Dataset: Peptide-MHC class I binding affinity with 185,985 pairs from IEDB/IMGT. Task: Regression. Given a peptide amino acid sequence and an MHC pseudo amino acid sequence, predict their binding affinity value. This is MHC class I binding data. The peptide sequence is YPACEAIGL. The MHC is HLA-A11:01 with pseudo-sequence HLA-A11:01. The binding affinity (normalized) is 0.376.